This data is from Reaction yield outcomes from USPTO patents with 853,638 reactions. The task is: Predict the reaction yield, written as a fraction of the theoretical maximum amount of product (1.0 means a 100% yield; for example, 0.34 means a 34% yield). (1) The reactants are [C:1]([O:5][C:6]([NH:8][C:9]1[N:10]=[CH:11][C:12]([CH2:15][NH:16][C:17]2[CH:18]=[C:19]([CH:23]=[CH:24][C:25]=2[CH3:26])[C:20]([OH:22])=O)=[N:13][CH:14]=1)=[O:7])([CH3:4])([CH3:3])[CH3:2].[CH3:27][N:28](C(ON1N=NC2C=CC=NC1=2)=[N+](C)C)C.F[P-](F)(F)(F)(F)F.CCN(C(C)C)C(C)C.Cl.CN. The catalyst is CN(C=O)C. The product is [CH3:26][C:25]1[CH:24]=[CH:23][C:19]([C:20](=[O:22])[NH:28][CH3:27])=[CH:18][C:17]=1[NH:16][CH2:15][C:12]1[N:13]=[CH:14][C:9]([NH:8][C:6](=[O:7])[O:5][C:1]([CH3:4])([CH3:3])[CH3:2])=[N:10][CH:11]=1. The yield is 0.930. (2) The reactants are S(=O)(=O)(O)O.[Cl:6][C:7]1[CH:12]=[C:11]([Cl:13])[C:10]([O:14][CH3:15])=[CH:9][C:8]=1[CH2:16][C:17]([OH:19])=[O:18].[CH3:20]O. The catalyst is C(OCC)C. The product is [Cl:6][C:7]1[CH:12]=[C:11]([Cl:13])[C:10]([O:14][CH3:15])=[CH:9][C:8]=1[CH2:16][C:17]([O:19][CH3:20])=[O:18]. The yield is 0.910. (3) The reactants are [OH:1][C:2]1[C:7]([C:8]([OH:10])=O)=[CH:6][N:5]=[C:4]([C:11]2[N:12]=[N:13][CH:14]=[CH:15][CH:16]=2)[N:3]=1.[NH2:17][CH:18]([C:34]1[CH:39]=[CH:38][C:37]([O:40][CH3:41])=[CH:36][CH:35]=1)[C:19]1[CH:33]=[CH:32][C:22]([CH2:23][P:24](=[O:31])([O:28][CH2:29][CH3:30])[O:25][CH2:26][CH3:27])=[CH:21][CH:20]=1.CN(C(ON1N=NC2C=CC=NC1=2)=[N+](C)C)C.F[P-](F)(F)(F)(F)F.CCN(C(C)C)C(C)C. The catalyst is CN(C=O)C.O. The product is [OH:1][C:2]1[C:7]([C:8]([NH:17][CH:18]([C:34]2[CH:35]=[CH:36][C:37]([O:40][CH3:41])=[CH:38][CH:39]=2)[C:19]2[CH:20]=[CH:21][C:22]([CH2:23][P:24](=[O:31])([O:28][CH2:29][CH3:30])[O:25][CH2:26][CH3:27])=[CH:32][CH:33]=2)=[O:10])=[CH:6][N:5]=[C:4]([C:11]2[N:12]=[N:13][CH:14]=[CH:15][CH:16]=2)[N:3]=1. The yield is 0.600. (4) The reactants are [CH:1]1([N:6]2[C:11]3[N:12]=[C:13](S(C)=O)[N:14]=[CH:15][C:10]=3[CH:9]=[C:8]([CH2:19][O:20][CH2:21][CH3:22])[C:7]2=[O:23])[CH2:5][CH2:4][CH2:3][CH2:2]1.[N:24]1([C:30]2[CH:31]=[CH:32][C:33]([NH2:36])=[N:34][CH:35]=2)[CH2:29][CH2:28][O:27][CH2:26][CH2:25]1. The catalyst is C1(C)C=CC=CC=1. The product is [CH:1]1([N:6]2[C:11]3[N:12]=[C:13]([NH:36][C:33]4[CH:32]=[CH:31][C:30]([N:24]5[CH2:25][CH2:26][O:27][CH2:28][CH2:29]5)=[CH:35][N:34]=4)[N:14]=[CH:15][C:10]=3[CH:9]=[C:8]([CH2:19][O:20][CH2:21][CH3:22])[C:7]2=[O:23])[CH2:5][CH2:4][CH2:3][CH2:2]1. The yield is 0.176. (5) The reactants are [CH3:1][O:2][C:3]1[CH:4]=[C:5]2[C:9](=[C:10]([NH:12][S:13]([C:16]3[S:17][CH:18]=[CH:19][CH:20]=3)(=[O:15])=[O:14])[CH:11]=1)[NH:8][C:7]([C:21]([O:23]CC)=[O:22])=[CH:6]2.CO.[OH-].[K+].C(O)(=O)CC(CC(O)=O)(C(O)=O)O. The catalyst is O1CCCC1. The product is [CH3:1][O:2][C:3]1[CH:4]=[C:5]2[C:9](=[C:10]([NH:12][S:13]([C:16]3[S:17][CH:18]=[CH:19][CH:20]=3)(=[O:15])=[O:14])[CH:11]=1)[NH:8][C:7]([C:21]([OH:23])=[O:22])=[CH:6]2. The yield is 0.960. (6) The catalyst is COCCOC.O. The product is [NH2:44][C:43]1[CH:45]=[C:46]([C:2]2[C:10]3[C:9]([NH:11][C@H:12]([C:14]4[N:19]([C:20]5[CH:25]=[CH:24][CH:23]=[CH:22][CH:21]=5)[C:18](=[O:26])[C:17]5=[C:27]([CH3:30])[CH:28]=[CH:29][N:16]5[N:15]=4)[CH3:13])=[N:8][CH:7]=[N:6][C:5]=3[N:4]([CH2:31][O:32][CH2:33][CH2:34][Si:35]([CH3:38])([CH3:37])[CH3:36])[CH:3]=2)[CH:47]=[C:41]([O:40][CH3:39])[CH:42]=1. The reactants are Br[C:2]1[C:10]2[C:9]([NH:11][C@H:12]([C:14]3[N:19]([C:20]4[CH:25]=[CH:24][CH:23]=[CH:22][CH:21]=4)[C:18](=[O:26])[C:17]4=[C:27]([CH3:30])[CH:28]=[CH:29][N:16]4[N:15]=3)[CH3:13])=[N:8][CH:7]=[N:6][C:5]=2[N:4]([CH2:31][O:32][CH2:33][CH2:34][Si:35]([CH3:38])([CH3:37])[CH3:36])[CH:3]=1.[CH3:39][O:40][C:41]1[CH:42]=[C:43]([CH:45]=[C:46](B2OC(C)(C)C(C)(C)O2)[CH:47]=1)[NH2:44].C(=O)([O-])[O-].[Na+].[Na+]. The yield is 0.540.